This data is from Forward reaction prediction with 1.9M reactions from USPTO patents (1976-2016). The task is: Predict the product of the given reaction. (1) Given the reactants COC1C=CC(C[N:8](CC2C=CC(OC)=CC=2)[C:9]2[N:14]=[C:13]([CH3:15])[N:12]=[C:11]([C:16]3[CH:17]=[C:18]([C:31]([N:33]4[CH2:38][CH2:37][N:36]([S:39]([CH3:42])(=[O:41])=[O:40])[CH2:35][CH2:34]4)=O)[CH:19]=[N:20][C:21]=3[NH:22][C:23]3[CH:24]=[N:25][C:26]([O:29][CH3:30])=[CH:27][CH:28]=3)[N:10]=2)=CC=1.[CH2:54]([Mg]Br)[CH3:55].[OH-].[Na+].[C:60]([OH:66])([C:62]([F:65])([F:64])[F:63])=[O:61], predict the reaction product. The product is: [F:63][C:62]([F:65])([F:64])[C:60]([OH:66])=[O:61].[CH3:30][O:29][C:26]1[N:25]=[CH:24][C:23]([NH:22][C:21]2[C:16]([C:11]3[N:12]=[C:13]([CH3:15])[N:14]=[C:9]([NH2:8])[N:10]=3)=[CH:17][C:18]([C:31]3([N:33]4[CH2:38][CH2:37][N:36]([S:39]([CH3:42])(=[O:40])=[O:41])[CH2:35][CH2:34]4)[CH2:55][CH2:54]3)=[CH:19][N:20]=2)=[CH:28][CH:27]=1. (2) Given the reactants [C:1]1([O:7][C:8](=[O:18])[NH:9][C:10]2[CH:14]=[C:13]([CH:15]3[CH2:17][CH2:16]3)[O:12][N:11]=2)[CH:6]=[CH:5][CH:4]=[CH:3][CH:2]=1.C1C(=O)N([Cl:26])C(=O)C1, predict the reaction product. The product is: [C:1]1([O:7][C:8](=[O:18])[NH:9][C:10]2[C:14]([Cl:26])=[C:13]([CH:15]3[CH2:17][CH2:16]3)[O:12][N:11]=2)[CH:2]=[CH:3][CH:4]=[CH:5][CH:6]=1. (3) Given the reactants [Br:1][C:2]1[CH:10]=[CH:9][C:5]([CH2:6][CH2:7][NH2:8])=[CH:4][CH:3]=1.[C:11](O[C:11]([O:13][C:14]([CH3:17])([CH3:16])[CH3:15])=[O:12])([O:13][C:14]([CH3:17])([CH3:16])[CH3:15])=[O:12].C(=O)(O)[O-].[Na+], predict the reaction product. The product is: [Br:1][C:2]1[CH:10]=[CH:9][C:5]([CH:6]([C:11]([O:13][C:14]([CH3:17])([CH3:16])[CH3:15])=[O:12])[CH2:7][NH2:8])=[CH:4][CH:3]=1. (4) Given the reactants [Cl-].[Ca+2].[Cl-].[CH2:4]([O:11][C:12]1[CH:21]=[CH:20][C:19]([C:22](=[O:35])[CH2:23][NH:24][C:25]([CH3:34])([CH3:33])[CH2:26][CH2:27][N:28]2[CH:32]=[N:31][N:30]=[CH:29]2)=[CH:18][C:13]=1[C:14](OC)=[O:15])[C:5]1[CH:10]=[CH:9][CH:8]=[CH:7][CH:6]=1.[BH4-].[Na+].CC(C)=O, predict the reaction product. The product is: [CH2:4]([O:11][C:12]1[CH:21]=[CH:20][C:19]([CH:22]([OH:35])[CH2:23][NH:24][C:25]([CH3:34])([CH3:33])[CH2:26][CH2:27][N:28]2[CH:29]=[N:30][N:31]=[CH:32]2)=[CH:18][C:13]=1[CH2:14][OH:15])[C:5]1[CH:6]=[CH:7][CH:8]=[CH:9][CH:10]=1. (5) Given the reactants [Cl:1][C:2]1[CH:7]=[C:6]([OH:8])[CH:5]=[C:4]([N+:9]([O-])=O)[C:3]=1[NH:12][C:13]([CH:15]1[CH2:20][CH2:19][O:18][CH2:17][CH2:16]1)=[O:14].[H][H], predict the reaction product. The product is: [NH2:9][C:4]1[CH:5]=[C:6]([OH:8])[CH:7]=[C:2]([Cl:1])[C:3]=1[NH:12][C:13]([CH:15]1[CH2:16][CH2:17][O:18][CH2:19][CH2:20]1)=[O:14]. (6) Given the reactants [CH2:1]([C@H:8]([NH:24][C:25]([C:27]1[CH:28]=[C:29](Cl)[CH:30]=[C:31]2[C:36]=1[N:35]=[CH:34][N:33]([CH:37]([CH2:41][CH2:42][CH3:43])[CH2:38][CH2:39][CH3:40])[C:32]2=[O:44])=[O:26])[C@H:9]([OH:23])[CH2:10][NH:11][CH2:12][C:13]1[CH:18]=[CH:17][CH:16]=[C:15]([C:19]([F:22])([F:21])[F:20])[CH:14]=1)[C:2]1[CH:7]=[CH:6][CH:5]=[CH:4][CH:3]=1.[H][H], predict the reaction product. The product is: [CH2:1]([C@H:8]([NH:24][C:25]([C:27]1[CH:28]=[CH:29][CH:30]=[C:31]2[C:36]=1[N:35]=[CH:34][N:33]([CH:37]([CH2:41][CH2:42][CH3:43])[CH2:38][CH2:39][CH3:40])[C:32]2=[O:44])=[O:26])[C@H:9]([OH:23])[CH2:10][NH:11][CH2:12][C:13]1[CH:18]=[CH:17][CH:16]=[C:15]([C:19]([F:21])([F:22])[F:20])[CH:14]=1)[C:2]1[CH:3]=[CH:4][CH:5]=[CH:6][CH:7]=1.